This data is from Full USPTO retrosynthesis dataset with 1.9M reactions from patents (1976-2016). The task is: Predict the reactants needed to synthesize the given product. (1) Given the product [CH3:12][C:11]1([CH3:13])[S:14][CH2:3][CH2:2][NH:10][C@H:9]1[C:8]([O:7][CH3:6])=[O:15], predict the reactants needed to synthesize it. The reactants are: Br[CH2:2][CH2:3]Br.Cl.[CH3:6][O:7][C:8](=[O:15])[C@@H:9]([C:11]([SH:14])([CH3:13])[CH3:12])[NH2:10].N12CCCN=C1CCCCC2.C([O-])(O)=O.[Na+]. (2) Given the product [OH:23][CH:24]1[CH2:25][N:26]([C:28]2[CH:35]=[CH:34][C:33]([C:2]3[C:3]4[CH:10]=[C:9]([C:11]5[CH:16]=[CH:15][CH:14]=[C:13]([N:17]6[CH2:22][CH2:21][O:20][CH2:19][CH2:18]6)[CH:12]=5)[NH:8][C:4]=4[N:5]=[CH:6][N:7]=3)=[CH:32][C:29]=2[C:30]#[N:31])[CH2:27]1, predict the reactants needed to synthesize it. The reactants are: Cl[C:2]1[C:3]2[CH:10]=[C:9]([C:11]3[CH:12]=[C:13]([N:17]4[CH2:22][CH2:21][O:20][CH2:19][CH2:18]4)[CH:14]=[CH:15][CH:16]=3)[NH:8][C:4]=2[N:5]=[CH:6][N:7]=1.[OH:23][CH:24]1[CH2:27][N:26]([C:28]2[CH:35]=[CH:34][C:33](B3OC(C)(C)C(C)(C)O3)=[CH:32][C:29]=2[C:30]#[N:31])[CH2:25]1.C([O-])([O-])=O.[Na+].[Na+].C(#N)C.O.